This data is from Buchwald-Hartwig C-N cross coupling reaction yields with 55,370 reactions. The task is: Predict the reaction yield, written as a fraction of the theoretical maximum amount of product (1.0 means a 100% yield; for example, 0.34 means a 34% yield). The reactants are Ic1ccccn1.Cc1ccc(N)cc1.O=S(=O)(O[Pd]1c2ccccc2-c2ccccc2N~1)C(F)(F)F.CC(C)c1cc(C(C)C)c(-c2ccccc2P(C2CCCCC2)C2CCCCC2)c(C(C)C)c1.CN1CCCN2CCCN=C12.c1ccc2oncc2c1. No catalyst specified. The product is Cc1ccc(Nc2ccccn2)cc1. The yield is 0.273.